Dataset: Reaction yield outcomes from USPTO patents with 853,638 reactions. Task: Predict the reaction yield, written as a fraction of the theoretical maximum amount of product (1.0 means a 100% yield; for example, 0.34 means a 34% yield). (1) The reactants are [O:1]1[CH:5]2[O:6][CH2:7][CH2:8][CH:4]2[C:3](=[O:9])[CH2:2]1.[BH4-].[Na+].Cl.N(CCO)CCO. The catalyst is C(O)C. The product is [O:1]1[CH:5]2[O:6][CH2:7][CH2:8][CH:4]2[CH:3]([OH:9])[CH2:2]1. The yield is 0.600. (2) The reactants are [C:1]1([C:7]2[CH:8]=[C:9]3[C:13](=[CH:14][CH:15]=2)[NH:12][C:11](=[O:16])[CH2:10]3)[CH:6]=[CH:5][CH:4]=[CH:3][CH:2]=1.[CH2:17]([N:19]([CH2:35][CH3:36])[CH2:20][CH2:21][CH2:22][NH:23][C:24]([C:26]1[C:30]([CH3:31])=[C:29]([CH:32]=O)[NH:28][C:27]=1[CH3:34])=[O:25])[CH3:18]. No catalyst specified. The product is [CH2:35]([N:19]([CH2:17][CH3:18])[CH2:20][CH2:21][CH2:22][NH:23][C:24]([C:26]1[C:30]([CH3:31])=[C:29]([CH:32]=[C:10]2[C:9]3[C:13](=[CH:14][CH:15]=[C:7]([C:1]4[CH:2]=[CH:3][CH:4]=[CH:5][CH:6]=4)[CH:8]=3)[NH:12][C:11]2=[O:16])[NH:28][C:27]=1[CH3:34])=[O:25])[CH3:36]. The yield is 0.400. (3) The reactants are [F:1][C:2]1[C:3]([I:11])=[C:4]([N+:8]([O-])=O)[CH:5]=[CH:6][CH:7]=1.C(O)C.[ClH:15].C(=O)([O-])[O-].[Na+].[Na+]. The catalyst is [Fe].C(OCC)(=O)C. The product is [ClH:15].[F:1][C:2]1[C:3]([I:11])=[C:4]([CH:5]=[CH:6][CH:7]=1)[NH2:8]. The yield is 0.180. (4) The reactants are [C:1]1([OH:14])[C:2]([C:7]2[C:8]([OH:13])=[CH:9][CH:10]=[CH:11][CH:12]=2)=[CH:3][CH:4]=[CH:5][CH:6]=1.C1(C)C=CC=CC=1.[C:22](Cl)(=[O:29])[C:23]1[CH:28]=[CH:27][CH:26]=[CH:25][CH:24]=1.Cl. The catalyst is Cl[Ti](Cl)(Cl)Cl.CO.C(OCC)C. The product is [C:22]([O:14][C:1]1[CH:6]=[CH:5][CH:4]=[CH:3][C:2]=1[C:7]1[C:8]([OH:13])=[CH:9][CH:10]=[CH:11][CH:12]=1)(=[O:29])[C:23]1[CH:28]=[CH:27][CH:26]=[CH:25][CH:24]=1. The yield is 0.980. (5) The reactants are Cl[C:2]1[N:7]=[CH:6][N:5]=[C:4]([NH2:8])[C:3]=1[O:9][CH2:10][C:11]([F:14])([F:13])[F:12].FC(F)(F)C(O)=O.[N:22]1([CH2:26][CH2:27][N:28]2[CH:32]=[C:31]([C:33]3[CH:38]=[CH:37][C:36]([F:39])=[C:35]([C:40]([F:43])([F:42])[F:41])[CH:34]=3)[N:30]=[C:29]2[CH:44]2[CH2:49][CH2:48][NH:47][CH2:46][CH2:45]2)[CH2:25][CH2:24][CH2:23]1.C([O-])([O-])=O.[Cs+].[Cs+]. The catalyst is CS(C)=O. The product is [N:22]1([CH2:26][CH2:27][N:28]2[CH:32]=[C:31]([C:33]3[CH:38]=[CH:37][C:36]([F:39])=[C:35]([C:40]([F:43])([F:41])[F:42])[CH:34]=3)[N:30]=[C:29]2[CH:44]2[CH2:45][CH2:46][N:47]([C:2]3[N:7]=[CH:6][N:5]=[C:4]([NH2:8])[C:3]=3[O:9][CH2:10][C:11]([F:14])([F:13])[F:12])[CH2:48][CH2:49]2)[CH2:23][CH2:24][CH2:25]1. The yield is 0.398. (6) The reactants are [Cl:1][C:2]1[CH:7]=[C:6]([Cl:8])[CH:5]=[CH:4][C:3]=1[C@H:9]([NH:11][C:12]1[CH:19]=[C:18]([N:20]2[CH2:25][CH2:24][NH:23][CH2:22][CH2:21]2)[CH:17]=[CH:16][C:13]=1[C:14]#[N:15])[CH3:10].C(OC([N:33]1[CH2:38][CH2:37][CH2:36][CH2:35][C@@H:34]1[C:39](O)=[O:40])=O)(C)(C)C.CN(C(ON1N=NC2C=CC=NC1=2)=[N+](C)C)C.F[P-](F)(F)(F)(F)F.CCN(C(C)C)C(C)C. The catalyst is CN1C(=O)CCC1. The product is [Cl:1][C:2]1[CH:7]=[C:6]([Cl:8])[CH:5]=[CH:4][C:3]=1[C@H:9]([NH:11][C:12]1[CH:19]=[C:18]([N:20]2[CH2:25][CH2:24][N:23]([C:39]([C@H:34]3[CH2:35][CH2:36][CH2:37][CH2:38][NH:33]3)=[O:40])[CH2:22][CH2:21]2)[CH:17]=[CH:16][C:13]=1[C:14]#[N:15])[CH3:10]. The yield is 0.770. (7) The reactants are C([O-])([O-])=O.[Na+].[Na+].FC(F)(F)S(O[C:13](=[CH:19][C:20]1[CH:25]=[CH:24][CH:23]=[CH:22][CH:21]=1)[C:14]([O:16][CH2:17][CH3:18])=[O:15])(=O)=O.[C:28]12([C:38]3[CH:39]=[C:40](B(O)O)[CH:41]=[CH:42][C:43]=3[O:44][CH2:45][C:46]3[CH:51]=[CH:50][CH:49]=[CH:48][CH:47]=3)[CH2:37][CH:32]3[CH2:33][CH:34]([CH2:36][CH:30]([CH2:31]3)[CH2:29]1)[CH2:35]2.[Cl-:55].[Li+]. The catalyst is C(COC)OC.C1C=CC([P]([Pd]([P](C2C=CC=CC=2)(C2C=CC=CC=2)C2C=CC=CC=2)([P](C2C=CC=CC=2)(C2C=CC=CC=2)C2C=CC=CC=2)[P](C2C=CC=CC=2)(C2C=CC=CC=2)C2C=CC=CC=2)(C2C=CC=CC=2)C2C=CC=CC=2)=CC=1. The product is [C:28]12([C:38]3[CH:39]=[C:40]([C:23]4[CH:24]=[CH:25][C:20](/[CH:19]=[CH:13]/[C:14]([O:16][CH2:17][CH3:18])=[O:15])=[CH:21][C:22]=4[Cl:55])[CH:41]=[CH:42][C:43]=3[O:44][CH2:45][C:46]3[CH:51]=[CH:50][CH:49]=[CH:48][CH:47]=3)[CH2:37][CH:32]3[CH2:33][CH:34]([CH2:36][CH:30]([CH2:31]3)[CH2:29]1)[CH2:35]2. The yield is 0.790. (8) The reactants are I[C:2]1[C:13]([NH:14][CH3:15])=[C:12]([I:16])[C:5]2[O:6][CH2:7][CH2:8][CH2:9][C:10](=[O:11])[C:4]=2[CH:3]=1.C(N(CC)CC)C.[C:24]([Si:26]([CH3:29])([CH3:28])[CH3:27])#[CH:25]. The catalyst is Cl[Pd](Cl)([P](C1C=CC=CC=1)(C1C=CC=CC=1)C1C=CC=CC=1)[P](C1C=CC=CC=1)(C1C=CC=CC=1)C1C=CC=CC=1.[Cu]I.CC#N. The product is [I:16][C:12]1[C:5]2[O:6][CH2:7][CH2:8][CH2:9][C:10](=[O:11])[C:4]=2[CH:3]=[C:2]([C:25]#[C:24][Si:26]([CH3:29])([CH3:28])[CH3:27])[C:13]=1[NH:14][CH3:15]. The yield is 0.420. (9) The yield is 0.860. The product is [C:1]([C:3]1[CH:8]=[CH:7][CH:6]=[CH:5][C:4]=1[C:9]1[CH:17]=[CH:16][C:12]([C:13]([NH:62][CH2:63][C:64]2[CH:65]=[N:66][CH:67]=[CH:68][CH:69]=2)=[O:14])=[C:11]([NH:18][CH2:19][CH2:20][C:21]2[CH:26]=[CH:25][CH:24]=[C:23]([F:27])[CH:22]=2)[N:10]=1)#[N:2]. The reactants are [C:1]([C:3]1[CH:8]=[CH:7][CH:6]=[CH:5][C:4]=1[C:9]1[CH:17]=[CH:16][C:12]([C:13](O)=[O:14])=[C:11]([NH:18][CH2:19][CH2:20][C:21]2[CH:26]=[CH:25][CH:24]=[C:23]([F:27])[CH:22]=2)[N:10]=1)#[N:2].CN(C(ON1N=NC2C=CC=CC1=2)=[N+](C)C)C.F[P-](F)(F)(F)(F)F.C1C=CC2N(O)N=NC=2C=1.[NH2:62][CH2:63][C:64]1[CH:65]=[N:66][CH:67]=[CH:68][CH:69]=1. The catalyst is CN(C=O)C. (10) The reactants are [N+:1]([C:4]1[CH:9]=[CH:8][C:7]([OH:10])=[CH:6][CH:5]=1)([O-:3])=[O:2].C(=O)([O-])[O-].[K+].[K+].[I-].[Na+].Br[CH2:20][CH2:21][CH2:22][CH2:23][CH2:24][C:25]([O:27][CH3:28])=[O:26]. The catalyst is CC(C)=O. The product is [CH3:28][O:27][C:25](=[O:26])[CH2:24][CH2:23][CH2:22][CH2:21][CH2:20][O:10][C:7]1[CH:8]=[CH:9][C:4]([N+:1]([O-:3])=[O:2])=[CH:5][CH:6]=1. The yield is 0.451.